Dataset: Peptide-MHC class I binding affinity with 185,985 pairs from IEDB/IMGT. Task: Regression. Given a peptide amino acid sequence and an MHC pseudo amino acid sequence, predict their binding affinity value. This is MHC class I binding data. The peptide sequence is SRDKTIIMW. The MHC is HLA-A69:01 with pseudo-sequence HLA-A69:01. The binding affinity (normalized) is 0.0847.